Dataset: Full USPTO retrosynthesis dataset with 1.9M reactions from patents (1976-2016). Task: Predict the reactants needed to synthesize the given product. (1) Given the product [Br:1][C:2]1[C:15](=[O:16])[N:14]([CH3:17])[C:5]2[N:6]=[C:7]([NH:19][CH3:18])[N:8]=[CH:9][C:4]=2[CH:3]=1, predict the reactants needed to synthesize it. The reactants are: [Br:1][C:2]1[C:15](=[O:16])[N:14]([CH3:17])[C:5]2[N:6]=[C:7](S(C)(=O)=O)[N:8]=[CH:9][C:4]=2[CH:3]=1.[CH3:18][NH2:19].C(O)C. (2) The reactants are: [F:1][C:2]1([C:13]2[CH:18]=[CH:17][C:16]([CH:19]=O)=[CH:15][CH:14]=2)[CH2:5][N:4]([C:6]([O:8][C:9]([CH3:12])([CH3:11])[CH3:10])=[O:7])[CH2:3]1.[NH2:21][OH:22].Cl.O. Given the product [F:1][C:2]1([C:13]2[CH:18]=[CH:17][C:16]([CH:19]=[N:21][OH:22])=[CH:15][CH:14]=2)[CH2:5][N:4]([C:6]([O:8][C:9]([CH3:12])([CH3:11])[CH3:10])=[O:7])[CH2:3]1, predict the reactants needed to synthesize it. (3) Given the product [CH2:30]([O:29][C:25]1[CH:26]=[C:27]([Cl:28])[C:22]([CH2:21][C:6]2([C:4]([OH:5])=[O:3])[CH2:10][CH2:9][N:8]([CH:11]3[CH2:19][CH2:18][C:14]4[N:15]=[CH:16][NH:17][C:13]=4[CH2:12]3)[C:7]2=[O:20])=[C:23]([Cl:37])[CH:24]=1)[C:31]1[CH:32]=[CH:33][CH:34]=[CH:35][CH:36]=1, predict the reactants needed to synthesize it. The reactants are: C([O:3][C:4]([C:6]1([CH2:21][C:22]2[C:27]([Cl:28])=[CH:26][C:25]([O:29][CH2:30][C:31]3[CH:36]=[CH:35][CH:34]=[CH:33][CH:32]=3)=[CH:24][C:23]=2[Cl:37])[CH2:10][CH2:9][N:8]([CH:11]2[CH2:19][CH2:18][C:14]3[N:15]=[CH:16][NH:17][C:13]=3[CH2:12]2)[C:7]1=[O:20])=[O:5])C.[OH-].[Na+].